Dataset: Catalyst prediction with 721,799 reactions and 888 catalyst types from USPTO. Task: Predict which catalyst facilitates the given reaction. (1) Reactant: [O:1]1[C:5]2([CH2:10][CH2:9][C:8](=[CH:11][C:12]([O:14][CH2:15][CH3:16])=[O:13])[CH2:7][CH2:6]2)[O:4][CH2:3][CH2:2]1. Product: [O:1]1[C:5]2([CH2:10][CH2:9][CH:8]([CH2:11][C:12]([O:14][CH2:15][CH3:16])=[O:13])[CH2:7][CH2:6]2)[O:4][CH2:3][CH2:2]1. The catalyst class is: 99. (2) Reactant: Cl[C:2]([O:4][CH:5]([Cl:7])[CH3:6])=[O:3].[CH3:8][O:9][C:10]1[CH:11]=[C:12]2[C:17](=[CH:18][CH:19]=1)[CH:16]=[C:15]([C@H:20]([CH3:31])[C:21]([O:23][CH2:24][CH2:25][S:26][S:27][CH2:28][CH2:29][OH:30])=[O:22])[CH:14]=[CH:13]2.N1C=CC=CC=1. Product: [CH3:8][O:9][C:10]1[CH:11]=[C:12]2[C:17](=[CH:18][CH:19]=1)[CH:16]=[C:15]([C@H:20]([CH3:31])[C:21]([O:23][CH2:24][CH2:25][S:26][S:27][CH2:28][CH2:29][O:30][C:2]([O:4][CH:5]([Cl:7])[CH3:6])=[O:3])=[O:22])[CH:14]=[CH:13]2. The catalyst class is: 2.